From a dataset of Reaction yield outcomes from USPTO patents with 853,638 reactions. Predict the reaction yield, written as a fraction of the theoretical maximum amount of product (1.0 means a 100% yield; for example, 0.34 means a 34% yield). (1) The catalyst is O1CCOCC1.CC#N.CC(P(C(C)(C)C)C1C=CC(N(C)C)=CC=1)(C)C.CC(P(C(C)(C)C)C1C=CC(N(C)C)=CC=1)(C)C.Cl[Pd]Cl. The yield is 0.0900. The reactants are [NH2:1][C:2]1[N:3]=[CH:4][C:5](B2OC(C)(C)C(C)(C)O2)=[N:6][CH:7]=1.Br[C:18]1[C:29]([Cl:30])=[CH:28][C:21]2[O:22][C:23]([F:27])([F:26])[CH2:24][O:25][C:20]=2[CH:19]=1. The product is [Cl:30][C:29]1[C:18]([C:5]2[N:6]=[CH:7][C:2]([NH2:1])=[N:3][CH:4]=2)=[CH:19][C:20]2[O:25][CH2:24][C:23]([F:27])([F:26])[O:22][C:21]=2[CH:28]=1. (2) The reactants are [Br:1][C:2]1[CH:10]=[C:6]([C:7]([OH:9])=O)[C:5]([OH:11])=[CH:4][CH:3]=1.[Cl:12][C:13]1[CH:19]=[CH:18][C:16]([NH2:17])=[CH:15][C:14]=1[C:20]([F:23])([F:22])[F:21]. No catalyst specified. The product is [Br:1][C:2]1[CH:3]=[CH:4][C:5]([OH:11])=[C:6]([CH:10]=1)[C:7]([NH:17][C:16]1[CH:18]=[CH:19][C:13]([Cl:12])=[C:14]([C:20]([F:23])([F:21])[F:22])[CH:15]=1)=[O:9]. The yield is 0.374. (3) The reactants are [H-].[Na+].[Cl:3][C:4]1[CH:9]=[CH:8][C:7]([C:10]2[CH:15]=[CH:14][N:13]=[CH:12][C:11]=2[CH:16]([OH:18])[CH3:17])=[C:6](F)[CH:5]=1. The catalyst is C1COCC1. The product is [Cl:3][C:4]1[CH:9]=[CH:8][C:7]2[C:10]3[C:11](=[CH:12][N:13]=[CH:14][CH:15]=3)[CH:16]([CH3:17])[O:18][C:6]=2[CH:5]=1. The yield is 0.630.